This data is from Forward reaction prediction with 1.9M reactions from USPTO patents (1976-2016). The task is: Predict the product of the given reaction. Given the reactants [CH2:1]([O:3][C:4]([C:6]1[CH:11]=[CH:10][C:9]([C:12]2[CH2:13][CH2:14][N:15]([C:18]([O:20][C:21]([CH3:24])([CH3:23])[CH3:22])=[O:19])[CH2:16][CH:17]=2)=[CH:8][CH:7]=1)=[O:5])[CH3:2], predict the reaction product. The product is: [CH2:1]([O:3][C:4]([C:6]1[CH:7]=[CH:8][C:9]([CH:12]2[CH2:17][CH2:16][N:15]([C:18]([O:20][C:21]([CH3:22])([CH3:24])[CH3:23])=[O:19])[CH2:14][CH2:13]2)=[CH:10][CH:11]=1)=[O:5])[CH3:2].